From a dataset of Reaction yield outcomes from USPTO patents with 853,638 reactions. Predict the reaction yield, written as a fraction of the theoretical maximum amount of product (1.0 means a 100% yield; for example, 0.34 means a 34% yield). (1) The reactants are [CH3:1][N:2]1[C:10]2[C:5](=[N:6][C:7]([C@@H:17]([NH2:19])[CH3:18])=[C:8]([CH:11]3[CH2:16][CH2:15][O:14][CH2:13][CH2:12]3)[CH:9]=2)[CH:4]=[CH:3]1.[NH2:20][C:21]1[N:26]=[C:25](Cl)[C:24]([C:28]#[N:29])=[C:23]([CH3:30])[N:22]=1.CCN(CC)CC. The catalyst is CN(C=O)C. The product is [NH2:20][C:21]1[N:22]=[C:23]([CH3:30])[C:24]([C:28]#[N:29])=[C:25]([NH:19][C@H:17]([C:7]2[N:6]=[C:5]3[CH:4]=[CH:3][N:2]([CH3:1])[C:10]3=[CH:9][C:8]=2[CH:11]2[CH2:16][CH2:15][O:14][CH2:13][CH2:12]2)[CH3:18])[N:26]=1. The yield is 0.0660. (2) The reactants are [CH3:1][C:2]([CH3:25])([CH3:24])[C:3]#[C:4][C:5]1[S:9][C:8]([C:10]([O:12][CH3:13])=[O:11])=[C:7]([NH:14][CH2:15][C:16](=[O:23])[N:17]2[CH2:22][CH2:21][S:20][CH2:19][CH2:18]2)[CH:6]=1.N1C=CC=CC=1.[CH3:32][C@H:33]1[CH2:38][CH2:37][C@H:36]([C:39](Cl)=[O:40])[CH2:35][CH2:34]1. The catalyst is ClCCCl.CN(C1C=CN=CC=1)C.CCOC(C)=O. The product is [CH3:1][C:2]([CH3:25])([CH3:24])[C:3]#[C:4][C:5]1[S:9][C:8]([C:10]([O:12][CH3:13])=[O:11])=[C:7]([N:14]([C:39]([C@H:36]2[CH2:37][CH2:38][C@H:33]([CH3:32])[CH2:34][CH2:35]2)=[O:40])[CH2:15][C:16](=[O:23])[N:17]2[CH2:22][CH2:21][S:20][CH2:19][CH2:18]2)[CH:6]=1. The yield is 0.840. (3) The reactants are [Cl:1][C:2]1[C:7]([O:8][CH3:9])=[CH:6][C:5]([O:10][CH3:11])=[C:4]([Cl:12])[C:3]=1[C:13]1[C:24](=[O:25])[N:23]([CH2:26][CH2:27][N:28]2[CH2:33][CH2:32][CH2:31][C@@H:30]([NH:34][C:35](=[O:41])[O:36][C:37]([CH3:40])([CH3:39])[CH3:38])[CH2:29]2)[C:16]2[N:17]=[C:18](SC)[N:19]=[CH:20][C:15]=2[CH:14]=1.C1C(=O)[N:46](Cl)[C:44](=O)C1.C([O-])([O-])=O.[K+].[K+].C([O-])(O)=O.[Na+]. The catalyst is O. The product is [Cl:1][C:2]1[C:7]([O:8][CH3:9])=[CH:6][C:5]([O:10][CH3:11])=[C:4]([Cl:12])[C:3]=1[C:13]1[C:24](=[O:25])[N:23]([CH2:26][CH2:27][N:28]2[CH2:33][CH2:32][CH2:31][C@@H:30]([NH:34][C:35](=[O:41])[O:36][C:37]([CH3:40])([CH3:39])[CH3:38])[CH2:29]2)[C:16]2[N:17]=[C:18]([NH:46][CH3:44])[N:19]=[CH:20][C:15]=2[CH:14]=1. The yield is 0.740.